From a dataset of Catalyst prediction with 721,799 reactions and 888 catalyst types from USPTO. Predict which catalyst facilitates the given reaction. (1) Reactant: [Br:1][C:2]1[CH:14]=[CH:13][C:12]2[C:11]3[C:6](=[CH:7][C:8](Br)=[CH:9][CH:10]=3)[C:5]3([C:27]4[CH:26]=[CH:25][CH:24]=[CH:23][C:22]=4[C:21]4[C:16]3=[CH:17][CH:18]=[CH:19][CH:20]=4)[C:4]=2[CH:3]=1.[CH3:28][O:29][C:30]1[CH:31]=[CH:32][C:33](B(O)O)=[C:34]([C:36]2[CH:41]=[CH:40][CH:39]=[CH:38][CH:37]=2)[CH:35]=1.C([O-])([O-])=O.[Na+].[Na+].CCO. Product: [Br:1][C:2]1[CH:14]=[CH:13][C:12]2[C:11]3[C:6](=[CH:7][C:8]([C:33]4[CH:32]=[CH:31][C:30]([O:29][CH3:28])=[CH:35][C:34]=4[C:36]4[CH:41]=[CH:40][CH:39]=[CH:38][CH:37]=4)=[CH:9][CH:10]=3)[C:5]3([C:27]4[CH:26]=[CH:25][CH:24]=[CH:23][C:22]=4[C:21]4[C:16]3=[CH:17][CH:18]=[CH:19][CH:20]=4)[C:4]=2[CH:3]=1. The catalyst class is: 206. (2) Reactant: [CH2:1]([OH:3])[CH3:2].[C:4]([C:7]1(CC)[CH2:15][C:14]2[C:9](=[CH:10][CH:11]=[C:12]([F:16])[CH:13]=2)[C:8]1=O)(=O)[CH3:5].[H][H]. Product: [CH2:4]([C:7]1([CH2:2][CH:1]=[O:3])[CH2:15][C:14]2[C:9](=[CH:10][CH:11]=[C:12]([F:16])[CH:13]=2)[CH2:8]1)[CH3:5]. The catalyst class is: 331. (3) Reactant: [Br:1]N1C(=O)CCC1=O.[F:9][C:10]([F:29])([F:28])[C:11]1[CH:16]=[CH:15][C:14]([C:17]2[CH:18]=[C:19]3[C:24](=[CH:25][CH:26]=2)[NH:23][C:22](=[O:27])[CH2:21][CH2:20]3)=[CH:13][CH:12]=1. Product: [Br:1][C:25]1[CH:26]=[C:17]([C:14]2[CH:13]=[CH:12][C:11]([C:10]([F:9])([F:28])[F:29])=[CH:16][CH:15]=2)[CH:18]=[C:19]2[C:24]=1[NH:23][C:22](=[O:27])[CH2:21][CH2:20]2. The catalyst class is: 35.